Regression. Given a peptide amino acid sequence and an MHC pseudo amino acid sequence, predict their binding affinity value. This is MHC class II binding data. From a dataset of Peptide-MHC class II binding affinity with 134,281 pairs from IEDB. (1) The peptide sequence is DMMPSEDGAEALGPF. The MHC is DRB1_0101 with pseudo-sequence DRB1_0101. The binding affinity (normalized) is 0.122. (2) The peptide sequence is RTLILLMLTNPTKRN. The MHC is DRB1_0802 with pseudo-sequence DRB1_0802. The binding affinity (normalized) is 0.263. (3) The peptide sequence is GVDYTITVYAVTYYK. The MHC is HLA-DQA10501-DQB10301 with pseudo-sequence HLA-DQA10501-DQB10301. The binding affinity (normalized) is 0.365. (4) The peptide sequence is ASTGGAYESYKFIPA. The MHC is HLA-DPA10103-DPB10301 with pseudo-sequence HLA-DPA10103-DPB10301. The binding affinity (normalized) is 0.191. (5) The binding affinity (normalized) is 0.778. The MHC is HLA-DQA10301-DQB10301 with pseudo-sequence HLA-DQA10301-DQB10301. The peptide sequence is AAAAAVAAEAY. (6) The MHC is HLA-DQA10301-DQB10302 with pseudo-sequence HLA-DQA10301-DQB10302. The binding affinity (normalized) is 0.188. The peptide sequence is LTQPLQQLTSLFSQV. (7) The peptide sequence is FFALCVLGLVAAALP. The MHC is HLA-DQA10401-DQB10402 with pseudo-sequence HLA-DQA10401-DQB10402. The binding affinity (normalized) is 0.454. (8) The peptide sequence is QLIYPLISPSFLVYS. The MHC is HLA-DPA10201-DPB10101 with pseudo-sequence HLA-DPA10201-DPB10101. The binding affinity (normalized) is 0.598. (9) The peptide sequence is LEHEMWRSRADEINA. The MHC is HLA-DQA10201-DQB10303 with pseudo-sequence HLA-DQA10201-DQB10303. The binding affinity (normalized) is 0.373. (10) The peptide sequence is INEPTAAAIAYQLDR. The MHC is HLA-DQA10501-DQB10301 with pseudo-sequence HLA-DQA10501-DQB10301. The binding affinity (normalized) is 0.605.